This data is from Catalyst prediction with 721,799 reactions and 888 catalyst types from USPTO. The task is: Predict which catalyst facilitates the given reaction. (1) Reactant: C[O:2][C:3](=O)[C:4]1[C:9]([Cl:10])=[CH:8][C:7]([Cl:11])=[C:6]([O:12][CH3:13])[C:5]=1[N:14]=[CH:15]OCC.O.[NH2:21][NH2:22]. Product: [NH2:21][N:22]1[C:3](=[O:2])[C:4]2[C:5](=[C:6]([O:12][CH3:13])[C:7]([Cl:11])=[CH:8][C:9]=2[Cl:10])[N:14]=[CH:15]1. The catalyst class is: 8. (2) Reactant: CC(C)(C)C([NH:5][C:6]1[C:11]([C:12]([C:14]2[CH:15]=[N:16][CH:17]=[CH:18][CH:19]=2)=[O:13])=[CH:10][CH:9]=[CH:8][N:7]=1)=O.[OH-].[Na+]. Product: [NH2:5][C:6]1[C:11]([C:12]([C:14]2[CH:15]=[N:16][CH:17]=[CH:18][CH:19]=2)=[O:13])=[CH:10][CH:9]=[CH:8][N:7]=1. The catalyst class is: 33. (3) Reactant: [C:1]([O:5][C:6]([NH:8][CH2:9][CH2:10][CH2:11][C:12]1([C:29]2[CH:34]=[CH:33][CH:32]=[CH:31][CH:30]=2)[N:16]([C:17](=[S:20])[NH:18][NH2:19])[N:15]=[C:14]([C:21]2[CH:26]=[C:25]([F:27])[CH:24]=[CH:23][C:22]=2[F:28])[S:13]1)=[O:7])([CH3:4])([CH3:3])[CH3:2].[C:35](OC(=O)C)(=[O:37])[CH3:36]. Product: [C:35]([NH:19][NH:18][C:17]([N:16]1[N:15]=[C:14]([C:21]2[CH:26]=[C:25]([F:27])[CH:24]=[CH:23][C:22]=2[F:28])[S:13][C:12]1([CH2:11][CH2:10][CH2:9][NH:8][C:6]([O:5][C:1]([CH3:4])([CH3:2])[CH3:3])=[O:7])[C:29]1[CH:30]=[CH:31][CH:32]=[CH:33][CH:34]=1)=[S:20])(=[O:37])[CH3:36]. The catalyst class is: 4. (4) Reactant: [N:1]1[C:10]2[C@H:9]([NH2:11])[CH2:8][CH2:7][CH2:6][C:5]=2[CH:4]=[CH:3][CH:2]=1.[CH3:12][C:13]1[C:14]([CH:20]=O)=[N:15][CH:16]=[C:17]([CH3:19])[CH:18]=1.[BH-](OC(C)=O)(OC(C)=O)OC(C)=O.[Na+]. Product: [CH3:12][C:13]1[C:14]([CH2:20][NH:11][C@H:9]2[C:10]3[N:1]=[CH:2][CH:3]=[CH:4][C:5]=3[CH2:6][CH2:7][CH2:8]2)=[N:15][CH:16]=[C:17]([CH3:19])[CH:18]=1. The catalyst class is: 2. (5) Reactant: [Cl:1][C:2]1[N:12]([C:13]2[CH:18]=[CH:17][CH:16]=[CH:15][CH:14]=2)[C:5]2=[CH:6][N:7]=[C:8]([O:10][CH3:11])[CH:9]=[C:4]2[C:3]=1[C:19](O)=[O:20].[N:22]1([C:28]([O:30][C:31]([CH3:34])([CH3:33])[CH3:32])=[O:29])[CH2:27][CH2:26][NH:25][CH2:24][CH2:23]1.Cl.C(N=C=NCCCN(C)C)C.O.ON1C2C=CC=CC=2N=N1.CN1CCOCC1. Product: [C:31]([O:30][C:28]([N:22]1[CH2:27][CH2:26][N:25]([C:19]([C:3]2[C:4]3[C:5](=[CH:6][N:7]=[C:8]([O:10][CH3:11])[CH:9]=3)[N:12]([C:13]3[CH:18]=[CH:17][CH:16]=[CH:15][CH:14]=3)[C:2]=2[Cl:1])=[O:20])[CH2:24][CH2:23]1)=[O:29])([CH3:34])([CH3:32])[CH3:33]. The catalyst class is: 3. (6) Reactant: Br[C:2]1[CH:3]=[C:4]([NH:10][C:11]2[CH:20]=[C:14]3[CH2:15][N:16]([CH3:19])[CH2:17][CH2:18][N:13]3[N:12]=2)[C:5](=[O:9])[N:6]([CH3:8])[CH:7]=1.[C:21]([O:24][CH2:25][C:26]1[C:27]([N:41]2[CH2:53][CH2:52][N:44]3[C:45]4[CH2:46][CH2:47][CH2:48][CH2:49][C:50]=4[CH:51]=[C:43]3[C:42]2=[O:54])=[N:28][CH:29]=[CH:30][C:31]=1B1OC(C)(C)C(C)(C)O1)(=[O:23])[CH3:22].CC([O-])=O.[Na+].[O-]P([O-])([O-])=O.[K+].[K+].[K+]. Product: [C:21]([O:24][CH2:25][C:26]1[C:27]([N:41]2[CH2:53][CH2:52][N:44]3[C:45]4[CH2:46][CH2:47][CH2:48][CH2:49][C:50]=4[CH:51]=[C:43]3[C:42]2=[O:54])=[N:28][CH:29]=[CH:30][C:31]=1[C:2]1[CH:3]=[C:4]([NH:10][C:11]2[CH:20]=[C:14]3[CH2:15][N:16]([CH3:19])[CH2:17][CH2:18][N:13]3[N:12]=2)[C:5](=[O:9])[N:6]([CH3:8])[CH:7]=1)(=[O:23])[CH3:22]. The catalyst class is: 10. (7) Reactant: [C:1]([CH:5]1[CH2:10][CH2:9][C:8](=O)[CH2:7][CH2:6]1)([CH3:4])([CH3:3])[CH3:2].[NH3:12].CO. Product: [C:1]([CH:5]1[CH2:10][CH2:9][CH:8]([NH2:12])[CH2:7][CH2:6]1)([CH3:4])([CH3:3])[CH3:2]. The catalyst class is: 45. (8) Reactant: [NH2:1][C:2]1[CH:10]=[CH:9][C:5]([C:6](O)=O)=[CH:4][C:3]=1[SH:11].[N+:12]([C:15]1[CH:23]=[CH:22][C:18]([C:19](Cl)=O)=[CH:17][CH:16]=1)([O-:14])=[O:13]. Product: [N+:12]([C:15]1[CH:23]=[CH:22][C:18]([C:19]2[S:11][C:3]3[CH:4]=[C:5]([C:6]4[S:11][C:3]5[CH:4]=[CH:5][CH:9]=[CH:10][C:2]=5[N:1]=4)[CH:9]=[CH:10][C:2]=3[N:1]=2)=[CH:17][CH:16]=1)([O-:14])=[O:13]. The catalyst class is: 17. (9) Reactant: [C:1]([C:3]1[CH:4]=[C:5]([CH:9]=[CH:10][CH:11]=1)[C:6](Cl)=[O:7])#[N:2].[NH2:12][C:13]1[C:14]([CH3:38])=[C:15]2[C:21]([CH:22]3[CH2:29][C:26]4([CH2:28][CH2:27]4)[N:25]([C:30]([O:32][C:33]([CH3:36])([CH3:35])[CH3:34])=[O:31])[CH2:24][CH2:23]3)=[CH:20][N:19]([CH3:37])[C:16]2=[N:17][CH:18]=1. Product: [C:1]([C:3]1[CH:4]=[C:5]([CH:9]=[CH:10][CH:11]=1)[C:6]([NH:12][C:13]1[C:14]([CH3:38])=[C:15]2[C:21]([CH:22]3[CH2:29][C:26]4([CH2:27][CH2:28]4)[N:25]([C:30]([O:32][C:33]([CH3:34])([CH3:35])[CH3:36])=[O:31])[CH2:24][CH2:23]3)=[CH:20][N:19]([CH3:37])[C:16]2=[N:17][CH:18]=1)=[O:7])#[N:2]. The catalyst class is: 17. (10) Reactant: [CH3:1][O:2][CH2:3][CH2:4][CH2:5][CH2:6][N:7]1[C:11]2[CH2:12][CH2:13][CH2:14][CH2:15][C:10]=2[N:9]=[CH:8]1.C(N(CC)CC)C.[C:23](Cl)(=[O:26])[O:24][CH3:25].C(=O)(O)[O-].[Na+]. Product: [CH3:1][O:2][CH2:3][CH2:4][CH2:5][CH2:6][N:7]1[C:11]2[CH2:12][CH2:13][CH2:14][CH2:15][C:10]=2[N:9]=[C:8]1[C:23]([O:24][CH3:25])=[O:26]. The catalyst class is: 10.